This data is from Peptide-MHC class II binding affinity with 134,281 pairs from IEDB. The task is: Regression. Given a peptide amino acid sequence and an MHC pseudo amino acid sequence, predict their binding affinity value. This is MHC class II binding data. The peptide sequence is LVGPTPVNIIGRNMLTQIGC. The MHC is HLA-DPA10301-DPB10402 with pseudo-sequence HLA-DPA10301-DPB10402. The binding affinity (normalized) is 0.201.